From a dataset of Forward reaction prediction with 1.9M reactions from USPTO patents (1976-2016). Predict the product of the given reaction. (1) Given the reactants [Cl:1][C:2]1[CH:3]=[CH:4][C:5]([NH:8][NH2:9])=[N:6][CH:7]=1.O=[CH:11][C:12]([O:14][CH2:15][CH3:16])=[O:13].C(OI(C1C=CC=CC=1)OC(=O)C)(=O)C, predict the reaction product. The product is: [Cl:1][C:2]1[CH:3]=[CH:4][C:5]2[N:6]([C:11]([C:12]([O:14][CH2:15][CH3:16])=[O:13])=[N:9][N:8]=2)[CH:7]=1. (2) The product is: [Cl:53][C:48]1[CH:47]=[C:46]([CH:51]=[CH:50][C:49]=1[Cl:52])[CH2:45][O:44][C:41]1[CH:42]=[CH:43][C:38]([C@H:36]2[CH2:35][O:34][C:30]3=[CH:31][C:32]4[CH2:33][C@@H:24]([C:22]([NH:21][C@@H:4]([CH2:5][C:6]5[CH:11]=[CH:10][C:9]([O:12][C:13]6[CH:18]=[CH:17][N:16]=[C:15]([CH3:19])[C:14]=6[CH3:20])=[CH:8][CH:7]=5)[C:3]([OH:54])=[O:2])=[O:23])[N:25]([C:63]([C:61]5[N:62]=[C:58]([CH:55]([CH3:56])[CH3:57])[O:59][C:60]=5[CH3:66])=[O:65])[CH2:26][C:27]=4[CH:28]=[C:29]3[O:37]2)=[CH:39][CH:40]=1. Given the reactants C[O:2][C:3](=[O:54])[C@@H:4]([NH:21][C:22]([C@@H:24]1[CH2:33][C:32]2[CH:31]=[C:30]3[O:34][CH2:35][C@H:36]([C:38]4[CH:43]=[CH:42][C:41]([O:44][CH2:45][C:46]5[CH:51]=[CH:50][C:49]([Cl:52])=[C:48]([Cl:53])[CH:47]=5)=[CH:40][CH:39]=4)[O:37][C:29]3=[CH:28][C:27]=2[CH2:26][NH:25]1)=[O:23])[CH2:5][C:6]1[CH:11]=[CH:10][C:9]([O:12][C:13]2[CH:18]=[CH:17][N:16]=[C:15]([CH3:19])[C:14]=2[CH3:20])=[CH:8][CH:7]=1.[CH:55]([C:58]1[O:59][C:60]([CH3:66])=[C:61]([C:63]([OH:65])=O)[N:62]=1)([CH3:57])[CH3:56], predict the reaction product. (3) Given the reactants [C:1]1(=[O:11])[NH:5][C:4](=[O:6])[C:3]2=[CH:7][CH:8]=[CH:9][CH:10]=[C:2]12.C1(P(C2C=CC=CC=2)C2C=CC=CC=2)C=CC=CC=1.N(C(OC(C)C)=O)=NC(OC(C)C)=O.[CH3:45][C:46]1([CH3:61])[CH2:48][CH:47]1[CH:49](O)[C@@H:50]([NH:52][C:53](=[O:59])[O:54][C:55]([CH3:58])([CH3:57])[CH3:56])[CH3:51], predict the reaction product. The product is: [CH3:61][C:46]1([CH3:45])[CH2:48][CH:47]1[CH:49]([N:5]1[C:1](=[O:11])[C:2]2[C:3](=[CH:7][CH:8]=[CH:9][CH:10]=2)[C:4]1=[O:6])[C@@H:50]([NH:52][C:53](=[O:59])[O:54][C:55]([CH3:58])([CH3:57])[CH3:56])[CH3:51]. (4) Given the reactants C([O-])(O)=O.[Na+].OP([O-])(O)=O.[K+].[OH-].[Na+].[CH3:14][O:15][C:16](=[O:27])[CH2:17][CH:18]([C:25]#[N:26])[CH2:19][C@H:20]([CH3:24])[CH2:21][CH2:22][CH3:23], predict the reaction product. The product is: [CH3:14][O:15][C:16](=[O:27])[CH2:17][C@@H:18]([C:25]#[N:26])[CH2:19][C@H:20]([CH3:24])[CH2:21][CH2:22][CH3:23]. (5) Given the reactants C(OC([NH:8][CH2:9][C@H:10]1[CH2:15][CH2:14][C@H:13]([C:16]([NH:18][C@@H:19]([CH2:43][C:44]2[CH:49]=[CH:48][C:47]([C:50]3[CH:55]=[CH:54][C:53]([C:56](=[O:66])[NH:57][CH2:58][CH:59]4[CH2:64][CH2:63][N:62]([CH3:65])[CH2:61][CH2:60]4)=[CH:52][C:51]=3[CH3:67])=[CH:46][CH:45]=2)[C:20]([NH:22][C:23]2[CH:28]=[CH:27][C:26]([C:29]3[NH:30][C:31]([C:34]([F:42])([F:41])[C:35]([F:40])([F:39])[C:36]([OH:38])=[O:37])=[N:32][N:33]=3)=[CH:25][CH:24]=2)=[O:21])=[O:17])[CH2:12][CH2:11]1)=O)(C)(C)C.[ClH:68].C(#N)C, predict the reaction product. The product is: [ClH:68].[NH2:8][CH2:9][C@H:10]1[CH2:11][CH2:12][C@H:13]([C:16]([NH:18][C@@H:19]([CH2:43][C:44]2[CH:45]=[CH:46][C:47]([C:50]3[CH:55]=[CH:54][C:53]([C:56](=[O:66])[NH:57][CH2:58][CH:59]4[CH2:64][CH2:63][N:62]([CH3:65])[CH2:61][CH2:60]4)=[CH:52][C:51]=3[CH3:67])=[CH:48][CH:49]=2)[C:20]([NH:22][C:23]2[CH:24]=[CH:25][C:26]([C:29]3[NH:30][C:31]([C:34]([F:42])([F:41])[C:35]([F:39])([F:40])[C:36]([OH:38])=[O:37])=[N:32][N:33]=3)=[CH:27][CH:28]=2)=[O:21])=[O:17])[CH2:14][CH2:15]1. (6) Given the reactants [CH3:1][C:2]1[N:6]=[C:5]([C@H:7]([NH:9]C(=O)OC(C)(C)C)[CH3:8])[O:4][N:3]=1.Cl, predict the reaction product. The product is: [CH3:1][C:2]1[N:6]=[C:5]([C@H:7]([NH2:9])[CH3:8])[O:4][N:3]=1.